From a dataset of Forward reaction prediction with 1.9M reactions from USPTO patents (1976-2016). Predict the product of the given reaction. (1) Given the reactants [CH2:1]([O:3][C:4]([C:6]1[O:14][C:13]2[CH:12]=[CH:11][N:10]=[CH:9][C:8]=2[C:7]=1[O:15][C:16]1[CH:21]=[CH:20][C:19]([N+:22]([O-])=O)=[CH:18][C:17]=1[F:25])=[O:5])[CH3:2], predict the reaction product. The product is: [CH2:1]([O:3][C:4]([C:6]1[O:14][C:13]2[CH:12]=[CH:11][N:10]=[CH:9][C:8]=2[C:7]=1[O:15][C:16]1[CH:21]=[CH:20][C:19]([NH2:22])=[CH:18][C:17]=1[F:25])=[O:5])[CH3:2]. (2) Given the reactants [CH:1]1([N:7]([CH2:32][CH:33]=O)[C:8](=[O:31])[CH2:9][CH2:10][N:11]([CH2:22][CH2:23][C:24]2[CH:29]=[CH:28][CH:27]=[C:26]([F:30])[CH:25]=2)[C:12](=[O:21])[O:13][CH2:14][C:15]2[CH:20]=[CH:19][CH:18]=[CH:17][CH:16]=2)[CH2:6][CH2:5][CH2:4][CH2:3][CH2:2]1.[NH2:35][CH2:36][CH2:37][C:38]1[CH:47]=[CH:46][C:45]([O:48]CC2C=CC=CC=2)=[C:44]2[C:39]=1[CH:40]=[CH:41][C:42](=[O:56])[NH:43]2.S([O-])([O-])(=O)=O.[Mg+2].C(O[BH-](OC(=O)C)OC(=O)C)(=O)C.[Na+], predict the reaction product. The product is: [CH:1]1([N:7]([CH2:32][CH2:33][NH:35][CH2:36][CH2:37][C:38]2[CH:47]=[CH:46][C:45]([OH:48])=[C:44]3[C:39]=2[CH:40]=[CH:41][C:42](=[O:56])[NH:43]3)[C:8](=[O:31])[CH2:9][CH2:10][N:11]([CH2:22][CH2:23][C:24]2[CH:29]=[CH:28][CH:27]=[C:26]([F:30])[CH:25]=2)[C:12](=[O:21])[O:13][CH2:14][C:15]2[CH:16]=[CH:17][CH:18]=[CH:19][CH:20]=2)[CH2:6][CH2:5][CH2:4][CH2:3][CH2:2]1.